Dataset: Full USPTO retrosynthesis dataset with 1.9M reactions from patents (1976-2016). Task: Predict the reactants needed to synthesize the given product. (1) Given the product [CH:10]1([CH2:13][N:14]=[CH:1][C:3]2[CH:8]=[CH:7][N:6]=[C:5]([CH3:9])[CH:4]=2)[CH2:12][CH2:11]1, predict the reactants needed to synthesize it. The reactants are: [CH:1]([C:3]1[CH:8]=[CH:7][N:6]=[C:5]([CH3:9])[CH:4]=1)=O.[CH:10]1([CH2:13][NH2:14])[CH2:12][CH2:11]1. (2) Given the product [CH2:1]([O:8][CH2:9][CH:10]([NH:24][S:25]([C:28]1[C:37]2[C:32](=[CH:33][CH:34]=[CH:35][CH:36]=2)[C:31]([CH3:38])=[CH:30][CH:29]=1)(=[O:27])=[O:26])[CH2:11][CH:12]1[CH2:16][CH2:15][CH2:14][NH:13]1)[C:2]1[CH:3]=[CH:4][CH:5]=[CH:6][CH:7]=1, predict the reactants needed to synthesize it. The reactants are: [CH2:1]([O:8][CH2:9][CH:10]([NH:24][S:25]([C:28]1[C:37]2[C:32](=[CH:33][CH:34]=[CH:35][CH:36]=2)[C:31]([CH3:38])=[CH:30][CH:29]=1)(=[O:27])=[O:26])[CH2:11][CH:12]1[CH2:16][CH2:15][CH2:14][N:13]1C(OC(C)(C)C)=O)[C:2]1[CH:7]=[CH:6][CH:5]=[CH:4][CH:3]=1.C(O)(C(F)(F)F)=O. (3) Given the product [ClH:12].[C:33]([C:4]1[CH:9]=[CH:8][C:7]2[N:10]=[C:24]([CH2:25][CH:19]([C:16]3[CH:15]=[CH:14][C:13]([Cl:12])=[CH:18][CH:17]=3)[CH2:20][C:21]([OH:23])=[O:22])[NH:11][C:6]=2[CH:5]=1)(=[O:28])[C:32]1[CH:8]=[CH:9][CH:4]=[CH:5][CH:6]=1, predict the reactants needed to synthesize it. The reactants are: [N+]([C:4]1[CH:9]=[CH:8][C:7]([NH2:10])=[C:6]([NH2:11])[CH:5]=1)([O-])=O.[Cl:12][C:13]1[CH:18]=[CH:17][C:16]([CH:19]2[CH2:25][C:24](=O)[O:23][C:21](=[O:22])[CH2:20]2)=[CH:15][CH:14]=1.Cl.[O:28]1[CH2:33][CH2:32]OCC1. (4) Given the product [Br:12][C:13]1[CH:14]=[N:15][CH:16]=[C:17]([C:5]2[CH:6]=[CH:7][CH:8]=[C:3]([O:2][CH3:1])[CH:4]=2)[CH:18]=1, predict the reactants needed to synthesize it. The reactants are: [CH3:1][O:2][C:3]1[CH:4]=[C:5](B(O)O)[CH:6]=[CH:7][CH:8]=1.[Br:12][C:13]1[CH:14]=[N:15][CH:16]=[C:17](Br)[CH:18]=1.C(Cl)Cl. (5) Given the product [Cl:3][C:13]1[C:14]2[C:9](=[CH:8][C:7]([NH2:6])=[C:16]([Cl:17])[CH:15]=2)[CH:10]=[CH:11][N:12]=1, predict the reactants needed to synthesize it. The reactants are: P(Cl)(Cl)([Cl:3])=O.[NH2:6][C:7]1[CH:8]=[C:9]2[C:14](=[CH:15][C:16]=1[Cl:17])[C:13](=O)[NH:12][CH:11]=[CH:10]2.[OH-].[Na+]. (6) The reactants are: [CH3:1][C:2]1([CH3:23])[C:6]([CH3:8])([CH3:7])[O:5][B:4]([C:9]2[CH:14]=[CH:13][C:12]([CH:15]3[CH2:17][CH:16]3[C:18]([O:20]CC)=[O:19])=[CH:11][CH:10]=2)[O:3]1.[Li+].[OH-]. Given the product [CH3:7][C:6]1([CH3:8])[C:2]([CH3:1])([CH3:23])[O:3][B:4]([C:9]2[CH:14]=[CH:13][C:12]([CH:15]3[CH2:17][CH:16]3[C:18]([OH:20])=[O:19])=[CH:11][CH:10]=2)[O:5]1, predict the reactants needed to synthesize it.